Dataset: Forward reaction prediction with 1.9M reactions from USPTO patents (1976-2016). Task: Predict the product of the given reaction. Given the reactants C(OC([NH:8][C:9]1[S:13][C:12]([C:14]2[C:19]([F:20])=[CH:18][CH:17]=[CH:16][C:15]=2[F:21])=[N:11][C:10]=1[C:22]([NH:24][C:25]1[CH:29]=[N:28][N:27]([CH3:30])[C:26]=1[CH:31]1[CH2:37][O:36][CH2:35][CH:34]([NH:38]C(=O)OC(C)(C)C)[CH2:33][CH2:32]1)=[O:23])=O)(C)(C)C.Cl, predict the reaction product. The product is: [NH2:8][C:9]1[S:13][C:12]([C:14]2[C:15]([F:21])=[CH:16][CH:17]=[CH:18][C:19]=2[F:20])=[N:11][C:10]=1[C:22]([NH:24][C:25]1[CH:29]=[N:28][N:27]([CH3:30])[C:26]=1[CH:31]1[CH2:32][CH2:33][CH:34]([NH2:38])[CH2:35][O:36][CH2:37]1)=[O:23].